This data is from NCI-60 drug combinations with 297,098 pairs across 59 cell lines. The task is: Regression. Given two drug SMILES strings and cell line genomic features, predict the synergy score measuring deviation from expected non-interaction effect. (1) Synergy scores: CSS=39.3, Synergy_ZIP=2.97, Synergy_Bliss=1.51, Synergy_Loewe=-19.1, Synergy_HSA=-1.09. Drug 1: C1=CC(=CC=C1CCC2=CNC3=C2C(=O)NC(=N3)N)C(=O)NC(CCC(=O)O)C(=O)O. Drug 2: CC(C1=C(C=CC(=C1Cl)F)Cl)OC2=C(N=CC(=C2)C3=CN(N=C3)C4CCNCC4)N. Cell line: RPMI-8226. (2) Drug 1: CN(C)N=NC1=C(NC=N1)C(=O)N. Drug 2: C#CCC(CC1=CN=C2C(=N1)C(=NC(=N2)N)N)C3=CC=C(C=C3)C(=O)NC(CCC(=O)O)C(=O)O. Cell line: SF-268. Synergy scores: CSS=-3.49, Synergy_ZIP=3.26, Synergy_Bliss=1.58, Synergy_Loewe=-4.14, Synergy_HSA=-3.85. (3) Cell line: UACC62. Synergy scores: CSS=5.40, Synergy_ZIP=-0.225, Synergy_Bliss=4.65, Synergy_Loewe=3.49, Synergy_HSA=3.51. Drug 1: CS(=O)(=O)C1=CC(=C(C=C1)C(=O)NC2=CC(=C(C=C2)Cl)C3=CC=CC=N3)Cl. Drug 2: C1CC(=O)NC(=O)C1N2C(=O)C3=CC=CC=C3C2=O.